From a dataset of NCI-60 drug combinations with 297,098 pairs across 59 cell lines. Regression. Given two drug SMILES strings and cell line genomic features, predict the synergy score measuring deviation from expected non-interaction effect. (1) Cell line: K-562. Synergy scores: CSS=53.3, Synergy_ZIP=3.24, Synergy_Bliss=3.27, Synergy_Loewe=-6.18, Synergy_HSA=2.36. Drug 2: CC1=C(C=C(C=C1)NC(=O)C2=CC=C(C=C2)CN3CCN(CC3)C)NC4=NC=CC(=N4)C5=CN=CC=C5. Drug 1: C1=CC(=CC=C1C#N)C(C2=CC=C(C=C2)C#N)N3C=NC=N3. (2) Drug 1: CNC(=O)C1=CC=CC=C1SC2=CC3=C(C=C2)C(=NN3)C=CC4=CC=CC=N4. Drug 2: COC1=C2C(=CC3=C1OC=C3)C=CC(=O)O2. Cell line: MDA-MB-435. Synergy scores: CSS=1.86, Synergy_ZIP=5.45, Synergy_Bliss=0.837, Synergy_Loewe=-5.44, Synergy_HSA=-1.59. (3) Cell line: NCIH23. Drug 2: C1CCC(C(C1)N)N.C(=O)(C(=O)[O-])[O-].[Pt+4]. Synergy scores: CSS=25.5, Synergy_ZIP=-8.36, Synergy_Bliss=-1.50, Synergy_Loewe=-7.56, Synergy_HSA=-2.28. Drug 1: C1CN1P(=S)(N2CC2)N3CC3. (4) Drug 1: CNC(=O)C1=CC=CC=C1SC2=CC3=C(C=C2)C(=NN3)C=CC4=CC=CC=N4. Drug 2: C1C(C(OC1N2C=NC(=NC2=O)N)CO)O. Cell line: SNB-19. Synergy scores: CSS=23.6, Synergy_ZIP=-4.91, Synergy_Bliss=0.685, Synergy_Loewe=-4.23, Synergy_HSA=2.07. (5) Drug 1: C1CN(CCN1C(=O)CCBr)C(=O)CCBr. Drug 2: COCCOC1=C(C=C2C(=C1)C(=NC=N2)NC3=CC=CC(=C3)C#C)OCCOC.Cl. Cell line: SNB-19. Synergy scores: CSS=26.0, Synergy_ZIP=-6.93, Synergy_Bliss=-0.0829, Synergy_Loewe=-1.13, Synergy_HSA=-0.459.